This data is from HIV replication inhibition screening data with 41,000+ compounds from the AIDS Antiviral Screen. The task is: Binary Classification. Given a drug SMILES string, predict its activity (active/inactive) in a high-throughput screening assay against a specified biological target. The compound is Cc1cc(=O)c2cc3nc(-c4cccnc4)oc3c(Br)c2o1. The result is 0 (inactive).